Dataset: Full USPTO retrosynthesis dataset with 1.9M reactions from patents (1976-2016). Task: Predict the reactants needed to synthesize the given product. (1) Given the product [CH:12]([C:2]1[CH:3]=[C:4]2[C:8](=[CH:9][CH:10]=1)[C:7](=[O:11])[CH2:6][CH2:5]2)=[CH2:13], predict the reactants needed to synthesize it. The reactants are: Br[C:2]1[CH:3]=[C:4]2[C:8](=[CH:9][CH:10]=1)[C:7](=[O:11])[CH2:6][CH2:5]2.[CH2:12]([Sn](CCCC)(CCCC)C=C)[CH2:13]CC. (2) Given the product [F:1][C:2]1[CH:7]=[CH:6][C:5]([C:8]2[O:9][C:10]3[CH:20]=[CH:19][C:18]([O:21][CH:23]4[CH2:27][CH2:26][O:25][C:24]4=[O:28])=[CH:17][C:11]=3[C:12]=2[C:13]([NH:15][CH3:16])=[O:14])=[CH:4][CH:3]=1, predict the reactants needed to synthesize it. The reactants are: [F:1][C:2]1[CH:7]=[CH:6][C:5]([C:8]2[O:9][C:10]3[CH:20]=[CH:19][C:18]([OH:21])=[CH:17][C:11]=3[C:12]=2[C:13]([NH:15][CH3:16])=[O:14])=[CH:4][CH:3]=1.Br[CH:23]1[CH2:27][CH2:26][O:25][C:24]1=[O:28].C([O-])([O-])=O.[K+].[K+]. (3) Given the product [Cl:1][C:2]1[CH:3]=[C:4]([NH:9][C:10]2[N:15]=[C:14]([N:16]3[CH:20]=[CH:19][C:18]([C:21]([F:23])([F:24])[F:22])=[N:17]3)[C:13]([C:25]3[CH:26]=[C:27]([CH:31]=[CH:32][CH:33]=3)[C:28]([N:66]([CH3:65])[S:67]([CH3:70])(=[O:69])=[O:68])=[O:29])=[CH:12][N:11]=2)[CH:5]=[CH:6][C:7]=1[F:8], predict the reactants needed to synthesize it. The reactants are: [Cl:1][C:2]1[CH:3]=[C:4]([NH:9][C:10]2[N:15]=[C:14]([N:16]3[CH:20]=[CH:19][C:18]([C:21]([F:24])([F:23])[F:22])=[N:17]3)[C:13]([C:25]3[CH:26]=[C:27]([CH:31]=[CH:32][CH:33]=3)[C:28](O)=[O:29])=[CH:12][N:11]=2)[CH:5]=[CH:6][C:7]=1[F:8].C(N(CC)CC)C.CN(C(ON1N=NC2C=CC=NC1=2)=[N+](C)C)C.F[P-](F)(F)(F)(F)F.[CH3:65][NH:66][S:67]([CH3:70])(=[O:69])=[O:68]. (4) Given the product [CH3:1][O:2][C:3](=[O:29])[C:4]1[CH:9]=[CH:8][C:7]([Cl:10])=[CH:6][C:5]=1[N:11]([S:12]([C:15]1[CH:20]=[CH:19][C:18]([O:21][CH2:22][C:23]2[CH:24]=[CH:25][CH:26]=[CH:27][CH:28]=2)=[CH:17][CH:16]=1)(=[O:14])=[O:13])[C:30]([O:32][C:33]([CH3:36])([CH3:35])[CH3:34])=[O:31], predict the reactants needed to synthesize it. The reactants are: [CH3:1][O:2][C:3](=[O:29])[C:4]1[CH:9]=[CH:8][C:7]([Cl:10])=[CH:6][C:5]=1[NH:11][S:12]([C:15]1[CH:20]=[CH:19][C:18]([O:21][CH2:22][C:23]2[CH:28]=[CH:27][CH:26]=[CH:25][CH:24]=2)=[CH:17][CH:16]=1)(=[O:14])=[O:13].[C:30](O[C:30]([O:32][C:33]([CH3:36])([CH3:35])[CH3:34])=[O:31])([O:32][C:33]([CH3:36])([CH3:35])[CH3:34])=[O:31].